Dataset: Catalyst prediction with 721,799 reactions and 888 catalyst types from USPTO. Task: Predict which catalyst facilitates the given reaction. (1) Reactant: [F:1][C:2]1[C:10]2[N:9]=[CH:8][NH:7][C:6]=2[CH:5]=[CH:4][C:3]=1[F:11].C(N(CC)CC)C.Br[CH2:20][C:21]([NH:23][C:24]1[CH:29]=[CH:28][CH:27]=[C:26]([C:30]([F:33])([F:32])[F:31])[CH:25]=1)=[O:22]. Product: [F:11][C:3]1[CH:4]=[CH:5][C:6]2[N:7]=[CH:8][N:9]([CH2:20][C:21]([NH:23][C:24]3[CH:29]=[CH:28][CH:27]=[C:26]([C:30]([F:31])([F:32])[F:33])[CH:25]=3)=[O:22])[C:10]=2[C:2]=1[F:1]. The catalyst class is: 133. (2) Reactant: Br[C:2]1[CH:3]=[C:4]([CH:16]=[C:17]([Cl:19])[CH:18]=1)[O:5][C:6]1[C:14]([Cl:15])=[CH:13][CH:12]=[C:11]2[C:7]=1[CH:8]=[N:9][NH:10]2.[CH3:20][N:21](C=O)C. Product: [Cl:19][C:17]1[CH:18]=[C:2]([CH:3]=[C:4]([O:5][C:6]2[C:14]([Cl:15])=[CH:13][CH:12]=[C:11]3[C:7]=2[CH:8]=[N:9][NH:10]3)[CH:16]=1)[C:20]#[N:21]. The catalyst class is: 507. (3) Reactant: [N:1]1([C:7]2[CH:12]=[CH:11][C:10]([N:13]3[CH:18]=[CH:17][C:16]4[O:19][CH:20]=[CH:21][C:15]=4[C:14]3=[O:22])=[CH:9][CH:8]=2)[CH2:6][CH2:5][NH:4][CH2:3][CH2:2]1.CC1C=CC(S(O[CH2:34][CH2:35][CH2:36][C:37]2[C:45]3[C:40](=[CH:41][CH:42]=[C:43]([C:46]#[N:47])[CH:44]=3)[NH:39][CH:38]=2)(=O)=O)=CC=1.C(=O)([O-])[O-].[K+].[K+].[I-].[K+]. Product: [O:22]=[C:14]1[C:15]2[CH:21]=[CH:20][O:19][C:16]=2[CH:17]=[CH:18][N:13]1[C:10]1[CH:11]=[CH:12][C:7]([N:1]2[CH2:6][CH2:5][N:4]([CH2:34][CH2:35][CH2:36][C:37]3[C:45]4[C:40](=[CH:41][CH:42]=[C:43]([C:46]#[N:47])[CH:44]=4)[NH:39][CH:38]=3)[CH2:3][CH2:2]2)=[CH:8][CH:9]=1. The catalyst class is: 10. (4) The catalyst class is: 64. Product: [CH2:1]([N:8]1[CH2:13][CH2:12][C:11]2([C:21]3[C:16](=[CH:17][CH:18]=[CH:19][C:20]=3[CH2:22][NH:23][C:24]([O:25][C:26]([CH3:27])([CH3:29])[CH3:28])=[O:30])[N:15]([C:43]([O:42][C:39]([CH3:41])([CH3:40])[CH3:38])=[O:44])[CH2:14]2)[CH2:10][CH2:9]1)[C:2]1[CH:3]=[CH:4][CH:5]=[CH:6][CH:7]=1. Reactant: [CH2:1]([N:8]1[CH2:13][CH2:12][C:11]2([C:21]3[C:16](=[CH:17][CH:18]=[CH:19][C:20]=3[CH2:22][NH:23][C:24](=[O:30])[O:25][C:26]([CH3:29])([CH3:28])[CH3:27])[NH:15][CH2:14]2)[CH2:10][CH2:9]1)[C:2]1[CH:7]=[CH:6][CH:5]=[CH:4][CH:3]=1.CCN(CC)CC.[CH3:38][C:39]([O:42][C:43](O[C:43]([O:42][C:39]([CH3:41])([CH3:40])[CH3:38])=[O:44])=[O:44])([CH3:41])[CH3:40]. (5) Reactant: Cl.[F:2][C:3]1[CH:23]=[C:22]([S:24]([CH3:27])(=[O:26])=[O:25])[CH:21]=[CH:20][C:4]=1[O:5][C:6]1[C:11]([CH3:12])=[C:10]([O:13][CH:14]2[CH2:19][CH2:18][NH:17][CH2:16][CH2:15]2)[N:9]=[CH:8][N:7]=1.Br[CH2:29][C:30](=[O:33])[CH2:31][CH3:32].C(N(CC)CC)C. Product: [F:2][C:3]1[CH:23]=[C:22]([S:24]([CH3:27])(=[O:25])=[O:26])[CH:21]=[CH:20][C:4]=1[O:5][C:6]1[N:7]=[CH:8][N:9]=[C:10]([O:13][CH:14]2[CH2:19][CH2:18][N:17]([CH2:29][C:30](=[O:33])[CH2:31][CH3:32])[CH2:16][CH2:15]2)[C:11]=1[CH3:12]. The catalyst class is: 3. (6) The catalyst class is: 4. Reactant: [NH2:1][C:2]1[CH:36]=[CH:35][C:5]([CH2:6][O:7][CH2:8][CH2:9][O:10][CH2:11][CH2:12][CH2:13][CH2:14][CH2:15][CH2:16][N:17]2[CH2:21][C@@H:20]([C:22]3[CH:33]=[CH:32][C:25]4[O:26][C:27]([CH3:31])([CH3:30])[O:28][CH2:29][C:24]=4[CH:23]=3)[O:19][C:18]2=[O:34])=[CH:4][CH:3]=1.[C:37]1([N:43]=[C:44]=[O:45])[CH:42]=[CH:41][CH:40]=[CH:39][CH:38]=1.C(O)(C)C. Product: [CH3:31][C:27]1([CH3:30])[O:26][C:25]2[CH:32]=[CH:33][C:22]([C@H:20]3[O:19][C:18](=[O:34])[N:17]([CH2:16][CH2:15][CH2:14][CH2:13][CH2:12][CH2:11][O:10][CH2:9][CH2:8][O:7][CH2:6][C:5]4[CH:4]=[CH:3][C:2]([NH:1][C:44]([NH:43][C:37]5[CH:42]=[CH:41][CH:40]=[CH:39][CH:38]=5)=[O:45])=[CH:36][CH:35]=4)[CH2:21]3)=[CH:23][C:24]=2[CH2:29][O:28]1. (7) Reactant: [NH2:1][C:2]([C:14]1[CH:19]=[CH:18][CH:17]=[C:16]([Br:20])[N:15]=1)([CH3:13])[CH2:3][O:4][C@@:5]([CH3:12])([C:8]([F:11])([F:10])[F:9])[C:6]#[N:7].C(N[C@H](C(O)=O)CS)(=O)C.C([O-])([O-])=O.[K+].[K+]. Product: [Br:20][C:16]1[N:15]=[C:14]([C:2]2([CH3:13])[CH2:3][O:4][C@@:5]([CH3:12])([C:8]([F:10])([F:9])[F:11])[C:6]([NH2:7])=[N:1]2)[CH:19]=[CH:18][CH:17]=1. The catalyst class is: 14. (8) Reactant: [S:1]1[C:5]2[CH:6]=[C:7]([CH2:10]O)[CH:8]=[CH:9][C:4]=2[N:3]=[CH:2]1.P(Br)(Br)[Br:13]. The catalyst class is: 27. Product: [Br:13][CH2:10][C:7]1[CH:8]=[CH:9][C:4]2[N:3]=[CH:2][S:1][C:5]=2[CH:6]=1.